This data is from Peptide-MHC class I binding affinity with 185,985 pairs from IEDB/IMGT. The task is: Regression. Given a peptide amino acid sequence and an MHC pseudo amino acid sequence, predict their binding affinity value. This is MHC class I binding data. (1) The peptide sequence is ERYPGGVSL. The MHC is HLA-B51:01 with pseudo-sequence HLA-B51:01. The binding affinity (normalized) is 0.0847. (2) The peptide sequence is FIDSYICQV. The MHC is HLA-A02:01 with pseudo-sequence HLA-A02:01. The binding affinity (normalized) is 0.672.